From a dataset of Forward reaction prediction with 1.9M reactions from USPTO patents (1976-2016). Predict the product of the given reaction. (1) Given the reactants [CH:1]1([N:7]2[CH2:11][CH2:10][CH2:9][C:8]2=[O:12])[CH2:6][CH2:5][CH2:4][CH2:3][CH2:2]1.[Li+].CC([N-]C(C)C)C.Br[CH2:22][C:23]1[CH:32]=[CH:31][C:30]2[C:25](=[CH:26][CH:27]=[CH:28][CH:29]=2)[CH:24]=1, predict the reaction product. The product is: [CH:1]1([N:7]2[CH2:11][CH2:10][CH:9]([CH2:22][C:23]3[CH:32]=[CH:31][C:30]4[C:25](=[CH:26][CH:27]=[CH:28][CH:29]=4)[CH:24]=3)[C:8]2=[O:12])[CH2:2][CH2:3][CH2:4][CH2:5][CH2:6]1. (2) Given the reactants O[CH:2]=[C:3]1[C:11]2[C:6](=[CH:7][C:8]([C:12]([C:14]3[CH:15]=[C:16]([NH:20][C:21]([C:23]4[N:24]([CH3:29])[N:25]=[C:26]([CH3:28])[CH:27]=4)=[O:22])[CH:17]=[CH:18][CH:19]=3)=[O:13])=[CH:9][CH:10]=2)[NH:5][C:4]1=[O:30].[NH2:31][C:32]1[CH:33]=[CH:34][C:35]([O:39][CH3:40])=[C:36]([OH:38])[CH:37]=1, predict the reaction product. The product is: [OH:38][C:36]1[CH:37]=[C:32]([NH:31][CH:2]=[C:3]2[C:11]3[C:6](=[CH:7][C:8]([C:12]([C:14]4[CH:15]=[C:16]([NH:20][C:21]([C:23]5[N:24]([CH3:29])[N:25]=[C:26]([CH3:28])[CH:27]=5)=[O:22])[CH:17]=[CH:18][CH:19]=4)=[O:13])=[CH:9][CH:10]=3)[NH:5][C:4]2=[O:30])[CH:33]=[CH:34][C:35]=1[O:39][CH3:40]. (3) Given the reactants [SiH](CC)(CC)CC.[Cl:8][C:9]1[CH:10]=[CH:11][C:12]([OH:25])=[C:13]([C:15]([C:17]2[CH:22]=[CH:21][C:20]([CH2:23][CH3:24])=[CH:19][CH:18]=2)=O)[CH:14]=1.C(S(O)(=O)=O)(F)(F)F, predict the reaction product. The product is: [Cl:8][C:9]1[CH:10]=[CH:11][C:12]([OH:25])=[C:13]([CH2:15][C:17]2[CH:18]=[CH:19][C:20]([CH2:23][CH3:24])=[CH:21][CH:22]=2)[CH:14]=1. (4) Given the reactants Cl[C:2]1[C:7]([CH3:8])=[CH:6][C:5]([F:9])=[CH:4][N:3]=1.[CH3:10][N:11](C=O)C, predict the reaction product. The product is: [F:9][C:5]1[CH:6]=[C:7]([CH3:8])[C:2]([C:10]#[N:11])=[N:3][CH:4]=1. (5) Given the reactants CC(C)([O-])C.[K+].[NH:7]1[CH:11]=[CH:10][N:9]=[CH:8]1.Cl[C:13]1[N:18]=[CH:17][N:16]=[C:15]2[N:19]([CH2:22][CH2:23][N:24]3[CH2:29][CH2:28][CH2:27][CH2:26][CH2:25]3)[N:20]=[CH:21][C:14]=12.O, predict the reaction product. The product is: [N:7]1([C:13]2[N:18]=[CH:17][N:16]=[C:15]3[N:19]([CH2:22][CH2:23][N:24]4[CH2:29][CH2:28][CH2:27][CH2:26][CH2:25]4)[N:20]=[CH:21][C:14]=23)[CH:11]=[CH:10][N:9]=[CH:8]1. (6) Given the reactants [N+]([CH:4](O)C1C=CC=CC=1)([O-])=O.C[CH2:13][CH2:14][CH2:15][CH2:16][CH2:17][CH2:18][CH2:19][CH2:20][CH2:21][CH2:22][CH2:23][CH2:24][CH2:25][CH2:26][CH2:27][O:28][P+:29]1([O-:41])[O:39][C:38]([CH3:40])=[C:37]2[C@H:32]([CH2:33][O:34][C:35]2=[O:36])[CH2:31][O:30]1, predict the reaction product. The product is: [CH3:40][C:38]1[O:39][P+:29]([O:28][CH2:27][CH2:26][CH2:25][CH2:24][CH2:23][CH2:22][CH2:21][CH2:20][CH2:19][CH2:18][CH2:17][CH2:16][CH2:15][CH:14]([CH3:13])[CH3:4])([O-:41])[O:30][CH2:31][C@H:32]2[CH2:33][O:34][C:35](=[O:36])[C:37]=12.